From a dataset of Catalyst prediction with 721,799 reactions and 888 catalyst types from USPTO. Predict which catalyst facilitates the given reaction. Reactant: C(OC([N:8]1[C:16]2[CH:15]=[CH:14][N:13]=[CH:12][C:11]=2[CH:10]=[C:9]1[CH2:17][N:18]1[CH2:23][CH2:22][NH:21][CH2:20][C:19]1=[O:24])=O)(C)(C)C.C(N(CC)CC)C.[Cl:32][C:33]1[S:37][C:36]([CH:38]=[CH:39][S:40](Cl)(=[O:42])=[O:41])=[CH:35][CH:34]=1. Product: [Cl:32][C:33]1[S:37][C:36]([CH:38]=[CH:39][S:40]([N:21]2[CH2:22][CH2:23][N:18]([CH2:17][C:9]3[NH:8][C:16]4[CH:15]=[CH:14][N:13]=[CH:12][C:11]=4[CH:10]=3)[C:19](=[O:24])[CH2:20]2)(=[O:42])=[O:41])=[CH:35][CH:34]=1. The catalyst class is: 23.